From a dataset of Reaction yield outcomes from USPTO patents with 853,638 reactions. Predict the reaction yield, written as a fraction of the theoretical maximum amount of product (1.0 means a 100% yield; for example, 0.34 means a 34% yield). (1) The reactants are Cl.[C:2]([C:5]1[CH:6]=[CH:7][C:8]([CH3:28])=[C:9]([NH:11][C:12](=[O:27])[C:13]2[CH:18]=[CH:17][C:16]([O:19][CH2:20][C:21]3[CH:26]=[CH:25][CH:24]=[CH:23][N:22]=3)=[CH:15][CH:14]=2)[CH:10]=1)(=[NH:4])[NH2:3].[OH:29][CH:30](O)[C:31](=O)[CH3:32].[NH4+].[OH-]. The catalyst is C1COCC1. The product is [OH:29][CH2:30][C:31]1[N:4]=[C:2]([C:5]2[CH:6]=[CH:7][C:8]([CH3:28])=[C:9]([NH:11][C:12](=[O:27])[C:13]3[CH:18]=[CH:17][C:16]([O:19][CH2:20][C:21]4[CH:26]=[CH:25][CH:24]=[CH:23][N:22]=4)=[CH:15][CH:14]=3)[CH:10]=2)[NH:3][CH:32]=1. The yield is 0.460. (2) The reactants are [Li+].[OH-].[N+](C1C=CC(C([O:12][C@H:13]2[C:17]3[N:18]=[CH:19][N:20]=[C:21]([C:22]4[CH:47]=[CH:46][C:25]5[C:26]([CH:29]([C:39]6[CH:44]=[CH:43][C:42]([Cl:45])=[CH:41][CH:40]=6)[CH2:30][NH:31][C:32]([O:34][C:35]([CH3:38])([CH3:37])[CH3:36])=[O:33])=[N:27][S:28][C:24]=5[CH:23]=4)[C:16]=3[C@H:15]([CH3:48])[CH2:14]2)=O)=CC=1)([O-])=O. The catalyst is C1COCC1. The product is [Cl:45][C:42]1[CH:41]=[CH:40][C:39]([CH:29]([C:26]2[C:25]3[CH:46]=[CH:47][C:22]([C:21]4[C:16]5[C@H:15]([CH3:48])[CH2:14][C@@H:13]([OH:12])[C:17]=5[N:18]=[CH:19][N:20]=4)=[CH:23][C:24]=3[S:28][N:27]=2)[CH2:30][NH:31][C:32](=[O:33])[O:34][C:35]([CH3:38])([CH3:37])[CH3:36])=[CH:44][CH:43]=1. The yield is 0.780. (3) The reactants are [Cl-].O[NH3+:3].[C:4](=[O:7])([O-])[OH:5].[Na+].CS(C)=O.[CH:13]([O:16][C:17]1[N:22]=[CH:21][C:20]([N:23]2[C:28](=[O:29])[C:27]([CH2:30][C:31]3[CH:36]=[CH:35][C:34]([C:37]4[C:38]([C:43]#[N:44])=[CH:39][CH:40]=[CH:41][CH:42]=4)=[CH:33][CH:32]=3)=[C:26]([CH2:45][CH2:46][CH3:47])[N:25]=[C:24]2[CH3:48])=[CH:19][CH:18]=1)([CH3:15])[CH3:14]. The catalyst is O.C(OCC)(=O)C. The product is [CH:13]([O:16][C:17]1[N:22]=[CH:21][C:20]([N:23]2[C:28](=[O:29])[C:27]([CH2:30][C:31]3[CH:36]=[CH:35][C:34]([C:37]4[CH:42]=[CH:41][CH:40]=[CH:39][C:38]=4[C:43]4[NH:3][C:4](=[O:7])[O:5][N:44]=4)=[CH:33][CH:32]=3)=[C:26]([CH2:45][CH2:46][CH3:47])[N:25]=[C:24]2[CH3:48])=[CH:19][CH:18]=1)([CH3:15])[CH3:14]. The yield is 0.730.